This data is from Retrosynthesis with 50K atom-mapped reactions and 10 reaction types from USPTO. The task is: Predict the reactants needed to synthesize the given product. (1) Given the product C[C@@H](N)c1ccc(C(=O)Nc2ccnc3[nH]ccc23)cc1, predict the reactants needed to synthesize it. The reactants are: C[C@@H](NC(=O)OCc1ccccc1)c1ccc(C(=O)Nc2ccnc3[nH]ccc23)cc1. (2) Given the product Cn1cccc1CCOS(C)(=O)=O, predict the reactants needed to synthesize it. The reactants are: CS(=O)(=O)Cl.Cn1cccc1CCO. (3) Given the product CC(C)(C)OC(=O)n1ncc2cc(Br)ccc21, predict the reactants needed to synthesize it. The reactants are: Brc1ccc2[nH]ncc2c1.CC(C)(C)OC(=O)OC(=O)OC(C)(C)C. (4) Given the product CC(=O)Nc1ncc(-c2cccc3ccccc23)o1, predict the reactants needed to synthesize it. The reactants are: CC(=O)Cl.Nc1ncc(-c2cccc3ccccc23)o1. (5) Given the product O=C(NC[C@@H]1CCCN1)C(F)(F)F, predict the reactants needed to synthesize it. The reactants are: CC(C)(C)OC(=O)N1CCC[C@H]1CNC(=O)C(F)(F)F. (6) Given the product CCOC(=O)Cn1c(C)c(Cc2ccc(S(=O)(=O)N3CCCC3)cc2)c2c1CC(C)(C)CC2=O, predict the reactants needed to synthesize it. The reactants are: CCOC(=O)CBr.Cc1[nH]c2c(c1Cc1ccc(S(=O)(=O)N3CCCC3)cc1)C(=O)CC(C)(C)C2.